This data is from Catalyst prediction with 721,799 reactions and 888 catalyst types from USPTO. The task is: Predict which catalyst facilitates the given reaction. (1) Reactant: [H-].[Na+].CN(C)C=O.[CH3:8][CH:9]([C:15]([O:17][CH2:18][CH3:19])=[O:16])[C:10]([O:12][CH2:13][CH3:14])=[O:11].Br[CH:21]1[CH2:30][CH2:29][C:28]2[C:23](=[CH:24][CH:25]=[C:26]([CH2:31][CH2:32][CH2:33][CH2:34][CH2:35][CH2:36][CH2:37][CH3:38])[CH:27]=2)[C:22]1=[O:39]. Product: [CH3:8][C:9]([CH:21]1[CH2:30][CH2:29][C:28]2[C:23](=[CH:24][CH:25]=[C:26]([CH2:31][CH2:32][CH2:33][CH2:34][CH2:35][CH2:36][CH2:37][CH3:38])[CH:27]=2)[C:22]1=[O:39])([C:10]([O:12][CH2:13][CH3:14])=[O:11])[C:15]([O:17][CH2:18][CH3:19])=[O:16]. The catalyst class is: 11. (2) Reactant: [Cl:1][C:2]1[CH:10]=[C:9]2[C:5]([CH:6]=[C:7]([C:15]([OH:21])([CH3:20])[CH2:16][S:17][CH2:18][CH3:19])[N:8]2S(C)(=O)=O)=[CH:4][C:3]=1[F:22].[OH-].[Na+]. Product: [Cl:1][C:2]1[CH:10]=[C:9]2[C:5]([CH:6]=[C:7]([C:15]([OH:21])([CH3:20])[CH2:16][S:17][CH2:18][CH3:19])[NH:8]2)=[CH:4][C:3]=1[F:22]. The catalyst class is: 5.